Dataset: Full USPTO retrosynthesis dataset with 1.9M reactions from patents (1976-2016). Task: Predict the reactants needed to synthesize the given product. (1) The reactants are: C(O[C:4](=[O:21])[CH2:5][CH2:6][CH:7]([NH2:20])[C:8]1[CH:13]=[C:12]([CH3:14])[N:11]=[C:10]([N:15]2[CH:19]=[CH:18][N:17]=[CH:16]2)[N:9]=1)C.[C:22]([O:26][C:27](=[O:43])[N:28]([CH2:32][C:33]1[CH:42]=[CH:41][C:36]2[O:37][CH2:38][CH2:39][O:40][C:35]=2[CH:34]=1)[CH2:29][CH:30]=O)([CH3:25])([CH3:24])[CH3:23]. Given the product [C:22]([O:26][C:27](=[O:43])[N:28]([CH2:32][C:33]1[CH:42]=[CH:41][C:36]2[O:37][CH2:38][CH2:39][O:40][C:35]=2[CH:34]=1)[CH2:29][CH2:30][N:20]1[C:4](=[O:21])[CH2:5][CH2:6][CH:7]1[C:8]1[CH:13]=[C:12]([CH3:14])[N:11]=[C:10]([N:15]2[CH:19]=[CH:18][N:17]=[CH:16]2)[N:9]=1)([CH3:23])([CH3:24])[CH3:25], predict the reactants needed to synthesize it. (2) The reactants are: [CH2:1]([OH:5])[CH2:2][CH2:3][OH:4].[C:6]([Si:10]([C:18]1[CH:23]=[CH:22][CH:21]=[CH:20][CH:19]=1)([C:12]1[CH:17]=[CH:16][CH:15]=[CH:14][CH:13]=1)Cl)([CH3:9])([CH3:8])[CH3:7]. Given the product [C:6]([Si:10]([C:18]1[CH:23]=[CH:22][CH:21]=[CH:20][CH:19]=1)([C:12]1[CH:13]=[CH:14][CH:15]=[CH:16][CH:17]=1)[O:4][CH2:3][CH2:2][CH2:1][OH:5])([CH3:9])([CH3:7])[CH3:8], predict the reactants needed to synthesize it. (3) Given the product [CH3:17][O:18][C:19]1[CH:24]=[CH:23][C:22]([C:2]2[N:3]=[C:4]3[C:10]([C:11](=[O:16])[C:12]([CH3:15])([CH3:14])[CH3:13])=[CH:9][NH:8][C:5]3=[N:6][CH:7]=2)=[CH:21][CH:20]=1, predict the reactants needed to synthesize it. The reactants are: Br[C:2]1[N:3]=[C:4]2[C:10]([C:11](=[O:16])[C:12]([CH3:15])([CH3:14])[CH3:13])=[CH:9][NH:8][C:5]2=[N:6][CH:7]=1.[CH3:17][O:18][C:19]1[CH:24]=[CH:23][C:22](B(O)O)=[CH:21][CH:20]=1.C(=O)([O-])[O-].[K+].[K+].O1CCOCC1. (4) Given the product [CH3:3][C:2]([CH:17]1[CH2:22][NH:21][C:20](=[O:30])[CH2:19][CH2:18]1)([S:4]([C:7]1[CH:12]=[CH:11][CH:10]=[C:9]([C:13]([F:15])([F:14])[F:16])[CH:8]=1)(=[O:5])=[O:6])[CH3:1], predict the reactants needed to synthesize it. The reactants are: [CH3:1][C:2]([CH:17]1[CH2:22][N:21](C(OC(C)(C)C)=O)[C:20](=[O:30])[CH2:19][CH2:18]1)([S:4]([C:7]1[CH:12]=[CH:11][CH:10]=[C:9]([C:13]([F:16])([F:15])[F:14])[CH:8]=1)(=[O:6])=[O:5])[CH3:3]. (5) Given the product [CH2:1]([N:5]1[C:10]2[CH:11]=[C:12]([C:15]([O:17][CH3:18])=[O:16])[CH:13]=[CH:14][C:9]=2[O:8][CH2:7][CH2:6]1)[CH2:2][CH2:3][CH3:4], predict the reactants needed to synthesize it. The reactants are: [CH2:1]([N:5]1[C:10]2[CH:11]=[C:12]([C:15]([O:17][CH3:18])=[O:16])[CH:13]=[CH:14][C:9]=2[O:8][CH2:7][C:6]1=O)[CH2:2][CH2:3][CH3:4].B1C2CCCC1CCC2.C(CN)O.